The task is: Predict the reactants needed to synthesize the given product.. This data is from Full USPTO retrosynthesis dataset with 1.9M reactions from patents (1976-2016). (1) Given the product [F:23][C:24]([F:37])([F:36])[S:25]([O:1][C:2]1[C:3]([C:13](=[O:15])[CH3:14])=[CH:4][C:5]([CH3:12])=[C:6]2[C:11]=1[N:10]=[CH:9][CH:8]=[CH:7]2)(=[O:27])=[O:26], predict the reactants needed to synthesize it. The reactants are: [OH:1][C:2]1[C:3]([C:13](=[O:15])[CH3:14])=[CH:4][C:5]([CH3:12])=[C:6]2[C:11]=1[N:10]=[CH:9][CH:8]=[CH:7]2.C(N(CC)CC)C.[F:23][C:24]([F:37])([F:36])[S:25](O[S:25]([C:24]([F:37])([F:36])[F:23])(=[O:27])=[O:26])(=[O:27])=[O:26]. (2) Given the product [CH2:16]([CH:15]([O:18][C:19](=[S:29])[NH:20][CH2:21][CH2:22][C:23]1[CH:28]=[CH:27][CH:26]=[CH:25][CH:24]=1)[CH2:14][CH2:13][C:10]1[CH:11]=[CH:12][C:7]([OH:6])=[C:8]([O:30][CH3:31])[CH:9]=1)[CH3:17], predict the reactants needed to synthesize it. The reactants are: C([Si](C)(C)[O:6][C:7]1[CH:12]=[CH:11][C:10]([CH2:13][CH2:14][CH:15]([O:18][C:19](=[S:29])[NH:20][CH2:21][CH2:22][C:23]2[CH:28]=[CH:27][CH:26]=[CH:25][CH:24]=2)[CH2:16][CH3:17])=[CH:9][C:8]=1[O:30][CH3:31])(C)(C)C.[F-].C([N+](CCCC)(CCCC)CCCC)CCC. (3) Given the product [Cl:1][C:2]1[C:3]([C:9]#[N:10])=[N:4][CH:5]=[C:6]([C:19]2[CH:24]=[CH:23][CH:22]=[CH:21][CH:20]=2)[CH:7]=1, predict the reactants needed to synthesize it. The reactants are: [Cl:1][C:2]1[C:3]([C:9]#[N:10])=[N:4][CH:5]=[C:6](Cl)[CH:7]=1.CC1(C)C(C)(C)OB([C:19]2[CH:24]=[CH:23][CH:22]=[CH:21][CH:20]=2)O1.C(=O)([O-])[O-].[Na+].[Na+].